This data is from Drug-target binding data from BindingDB using IC50 measurements. The task is: Regression. Given a target protein amino acid sequence and a drug SMILES string, predict the binding affinity score between them. We predict pIC50 (pIC50 = -log10(IC50 in M); higher means more potent). Dataset: bindingdb_ic50. (1) The small molecule is CC(=O)N[C@@H]1[C@@H](N=C(N)N)C=C(C(=O)O)O[C@H]1[C@H](O)[C@H](O)CO. The target protein (Q8WWR8) has sequence MGVPRTPSRTVLFERERTGLTYRVPSLLPVPPGPTLLAFVEQRLSPDDSHAHRLVLRRGTLAGGSVRWGALHVLGTAALAEHRSMNPCPVHDAGTGTVFLFFIAVLGHTPEAVQIATGRNAARLCCVASRDAGLSWGSARDLTEEAIGGAVQDWATFAVGPGHGVQLPSGRLLVPAYTYRVDRRECFGKICRTSPHSFAFYSDDHGRTWRCGGLVPNLRSGECQLAAVDGGQAGSFLYCNARSPLGSRVQALSTDEGTSFLPAERVASLPETAWGCQGSIVGFPAPAPNRPRDDSWSVGPGSPLQPPLLGPGVHEPPEEAAVDPRGGQVPGGPFSRLQPRGDGPRQPGPRPGVSGDVGSWTLALPMPFAAPPQSPTWLLYSHPVGRRARLHMGIRLSQSPLDPRSWTEPWVIYEGPSGYSDLASIGPAPEGGLVFACLYESGARTSYDEISFCTFSLREVLENVPASPKPPNLGDKPRGCCWPS. The pIC50 is 3.3. (2) The small molecule is CN1CC(c2ccc(NC(=O)c3nc(C#N)c[nH]3)c(C3=CCCCC3)c2)CN(C)S1(=O)=O. The target protein (P07141) has sequence MTARGAAGRCPSSTWLGSRLLLVCLLMSRSIAKEVSEHCSHMIGNGHLKVLQQLIDSQMETSCQIAFEFVDQEQLDDPVCYLKKAFFLVQDIIDETMRFKDNTPNANATERLQELSNNLNSCFTKDYEEQNKACVRTFHETPLQLLEKIKNFFNETKNLLEKDWNIFTKNCNNSFAKCSSRDVVTKPDCNCLYPKATPSSDPASASPHQPPAPSMAPLAGLAWDDSQRTEGSSLLPSELPLRIEDPGSAKQRPPRSTCQTLESTEQPNHGDRLTEDSQPHPSAGGPVPGVEDILESSLGTNWVLEEASGEASEGFLTQEAKFSPSTPVGGSIQAETDRPRALSASPFPKSTEDQKPVDITDRPLTEVNPMRPIGQTQNNTPEKTDGTSTLREDHQEPGSPHIATPNPQRVSNSATPVAQLLLPKSHSWGIVLPLGELEGKRSTRDRRSPAELEGGSASEGAARPVARFNSIPLTDTGHVEQHEGSSDPQIPESVFHLLVP.... The pIC50 is 8.7. (3) The small molecule is C=CC(=O)NC1CCN(S(=O)(=O)c2ccc(C(=O)NCCc3ccc(OC)cc3)cc2)CC1. The target protein (O95932) has sequence MAGIRVTKVDWQRSRNGAAHHTQEYPCPELVVRRGQSFSLTLELSRALDCEEILIFTMETGPRASEALHTKAVFQTSELERGEGWTAAREAQMEKTLTVSLASPPSAVIGRYLLSIRLSSHRKHSNRRLGEFVLLFNPWCAEDDVFLASEEERQEYVLSDSGIIFRGVEKHIRAQGWNYGQFEEDILNICLSILDRSPGHQNNPATDVSCRHNPIYVTRVISAMVNSNNDRGVVQGQWQGKYGGGTSPLHWRGSVAILQKWLKGRYKPVKYGQCWVFAGVLCTVLRCLGIATRVVSNFNSAHDTDQNLSVDKYVDSFGRTLEDLTEDSMWNFHVWNESWFARQDLGPSYNGWQVLDATPQEESEGVFRCGPASVTAIREGDVHLAHDGPFVFAEVNADYITWLWHEDESRERVYSNTKKIGRCISTKAVGSDSRVDITDLYKYPEGSRKERQVYSKAVNRLFGVEASGRRIWIRRAGGRCLWRDDLLEPATKPSIAGKFK.... The pIC50 is 4.5. (4) The compound is CCCNC(=O)c1ccc(Nc2ncc3c(n2)-c2c(nn(C)c2-c2ccc(-c4cnn(C)c4)cc2)CC3)c(OC)c1. The target protein sequence is FVFLFSVVIGSIYLFLRKRQPDGPLGPLYASSNPEYLSASDVFPCSVYVPDEWEVSREKITLLRELGQGSFGMVYEGNARDIIKGEAETRVAVKTVNESASLRERIEFLNEASVMKGFTCHHVVRLLGVVSKGQPTLVVMELMAHGDLKSYLRSLRPEAENNPGRPPPTLQEMIQMAAEIADGMAYLNAKKFVHRDLAARNCMVAHDFTVKIGDFGMTRDIYETDYYRKGGKGLLPVRWMAPESLKDGVFTTSSDMWSFGVVLWEITSLAEQPYQGLSNEQVLKFVMDGGYLDQPDNCPERVTDLMRMCWQFNPKMRPTFLEIVNLLKDDLHPSFPEVSFFHSEENKAPESEELEMEFEDMENVPLDRSSHCQREEAGGRDGGSSLGFKRSYEEHIPYTHMNGGKKN. The pIC50 is 9.1. (5) The drug is CC(C)C[C@@H](C=NN1CCOCC1)NC(=O)[C@@H](NS(=O)(=O)c1ccc(F)cc1)C(C)C. The target protein (P35750) has sequence MAEEVITPVYCTGVSAQVQKLRAKELGLGRHENAIKYLGQDYEQLRAHCLQSGSLFRDEAFPPVPQSLGFKELGPNSSKTYGVKWKRPTELFSNPQFIVDGATRTDICQGALGDCWLLAAIASLTLNDTLLHRVVPHGQSFQNGYAGIFHFQLWQFGEWVDVVVDDLLPTKDGKLVFVHSAQGNEFWSALLEKAYAKVNGSYEALSGGSTSEGFEDFTGGVTEWYELRKAPSDLYSIILKALERGSLLGCSIDISSVLDMEAVTFKKLVKGHAYSVTGAKQVNYQGQMVNLIRMRNPWGEVEWTGAWSDGSSEWNGVDPYQRDQLRVRMEDGEFWMSFRDFLREFTRLEICNLTPDALKSQRVRNWNTTLYEGTWRRGSTAGGCRNYPATFWVNPQFKIRLEETDDPEDDYGGRESGCSFVLALMQKHRRRERRFGRDMETIGFAVYEVPPELVGQPVHLKRDFFLANASRARSEQFINLREVSTRFRLPPGEYVVVPST.... The pIC50 is 6.1.